Dataset: Reaction yield outcomes from USPTO patents with 853,638 reactions. Task: Predict the reaction yield, written as a fraction of the theoretical maximum amount of product (1.0 means a 100% yield; for example, 0.34 means a 34% yield). (1) The reactants are [CH3:1][O:2][C:3]([C@@H:5]1[CH2:9][C@H:8]([OH:10])[CH2:7][N:6]1[C:11]([O:13][C:14]([CH3:17])([CH3:16])[CH3:15])=[O:12])=[O:4].[H-].[Na+].[Cl:20][C:21]1[CH:28]=[CH:27][C:24]([CH2:25]Br)=[CH:23][CH:22]=1.C(OCC)(=O)C. The catalyst is CN(C)C=O.C(Cl)Cl. The product is [CH3:1][O:2][C:3]([C@@H:5]1[CH2:9][C@H:8]([O:10][CH2:25][C:24]2[CH:27]=[CH:28][C:21]([Cl:20])=[CH:22][CH:23]=2)[CH2:7][N:6]1[C:11]([O:13][C:14]([CH3:17])([CH3:16])[CH3:15])=[O:12])=[O:4]. The yield is 0.400. (2) The reactants are [N:1]12[CH2:8][CH2:7][C:4]([C:9]([C:17]3[CH:22]=[CH:21][CH:20]=[CH:19][CH:18]=3)([C:11]3[CH:16]=[CH:15][CH:14]=[CH:13][CH:12]=3)[OH:10])([CH2:5][CH2:6]1)[CH2:3][CH2:2]2.[Br:23][CH2:24][CH2:25][CH2:26][C:27]1[CH:32]=[CH:31][CH:30]=[CH:29][CH:28]=1. The catalyst is CC#N. The product is [Br-:23].[OH:10][C:9]([C:17]1[CH:22]=[CH:21][CH:20]=[CH:19][CH:18]=1)([C:11]1[CH:12]=[CH:13][CH:14]=[CH:15][CH:16]=1)[C:4]12[CH2:5][CH2:6][N+:1]([CH2:24][CH2:25][CH2:26][C:27]3[CH:32]=[CH:31][CH:30]=[CH:29][CH:28]=3)([CH2:2][CH2:3]1)[CH2:8][CH2:7]2. The yield is 0.722. (3) The reactants are [N:1]1[C:9]2[C:4](=[N:5][CH:6]=[CH:7][CH:8]=2)[S:3][C:2]=1[N:10]=[C:11](SC)SC.Cl.Cl.[NH2:18][CH2:19][C@@:20]1([OH:28])[CH:25]2[CH2:26][CH2:27][N:22]([CH2:23][CH2:24]2)[CH2:21]1.C(=O)([O-])[O-].[Cs+].[Cs+].O. The catalyst is CN(C=O)C. The product is [N:1]1[C:9]2[C:4](=[N:5][CH:6]=[CH:7][CH:8]=2)[S:3][C:2]=1[NH:10][C:11]1[O:28][C@:20]2([CH2:19][N:18]=1)[CH:25]1[CH2:26][CH2:27][N:22]([CH2:23][CH2:24]1)[CH2:21]2. The yield is 0.760. (4) The reactants are Br[C:2]1[C:3]([C:25]2[CH:30]=[CH:29][N:28]=[CH:27][CH:26]=2)=[C:4]([C:17]2[CH:22]=[CH:21][C:20]([F:23])=[C:19]([F:24])[CH:18]=2)[N:5]([Si](C(C)C)(C(C)C)C(C)C)[CH:6]=1.[CH3:31][C:32]1[CH:37]=[CH:36][C:35]([C@H:38]2[CH2:46][N:45]3[C@H:40]([CH2:41][C:42](=O)[CH2:43][CH2:44]3)[CH2:39]2)=[CH:34][CH:33]=1.C(OCC)(=O)C.C(N)(C)C. The catalyst is CO. The product is [F:24][C:19]1[CH:18]=[C:17]([C:4]2[NH:5][CH:6]=[C:2]([C:42]3[CH2:43][CH2:44][N:45]4[C@H:40]([CH:41]=3)[CH2:39][C@@H:38]([C:35]3[CH:36]=[CH:37][C:32]([CH3:31])=[CH:33][CH:34]=3)[CH2:46]4)[C:3]=2[C:25]2[CH:30]=[CH:29][N:28]=[CH:27][CH:26]=2)[CH:22]=[CH:21][C:20]=1[F:23]. The yield is 0.420. (5) The reactants are [Br:1][C:2]1[CH:3]=[C:4]([CH:8]=[CH:9][C:10]=1[Cl:11])[C:5](O)=[O:6].Cl.[CH3:13][NH:14][O:15][CH3:16].C(N(CC)C(C)C)(C)C.CCN=C=NCCCN(C)C.Cl. The catalyst is CN(C=O)C. The product is [Br:1][C:2]1[CH:3]=[C:4]([CH:8]=[CH:9][C:10]=1[Cl:11])[C:5]([N:14]([O:15][CH3:16])[CH3:13])=[O:6]. The yield is 0.850.